From a dataset of Catalyst prediction with 721,799 reactions and 888 catalyst types from USPTO. Predict which catalyst facilitates the given reaction. Reactant: [C:1]([NH:5][C:6]([C:8]1[C:16]2[C:11](=[N:12][CH:13]=[C:14]([C:17]3[C:25]4[C:20](=[CH:21][CH:22]=[C:23]([O:26][CH:27]([F:29])[F:28])[CH:24]=4)[N:19]([CH2:30][CH:31]4[CH2:34][N:33]([CH3:35])[CH2:32]4)[N:18]=3)[N:15]=2)[N:10](COCC[Si](C)(C)C)[CH:9]=1)=[O:7])([CH3:4])([CH3:3])[CH3:2].FC(F)(F)C(O)=O. Product: [C:1]([NH:5][C:6]([C:8]1[C:16]2[C:11](=[N:12][CH:13]=[C:14]([C:17]3[C:25]4[C:20](=[CH:21][CH:22]=[C:23]([O:26][CH:27]([F:28])[F:29])[CH:24]=4)[N:19]([CH2:30][CH:31]4[CH2:32][N:33]([CH3:35])[CH2:34]4)[N:18]=3)[N:15]=2)[NH:10][CH:9]=1)=[O:7])([CH3:4])([CH3:3])[CH3:2]. The catalyst class is: 4.